Dataset: Full USPTO retrosynthesis dataset with 1.9M reactions from patents (1976-2016). Task: Predict the reactants needed to synthesize the given product. Given the product [NH2:24][C:25]1[N:30]([CH3:31])[C:29](=[O:32])[C:28]([CH3:33])([CH3:34])[C@:27]([C:36]2[CH:41]=[C:40]([NH:44][C:45]3[CH:52]=[CH:51][C:48]([C:49]#[N:50])=[CH:47][C:46]=3[C:53]([F:54])([F:55])[F:56])[CH:39]=[CH:38][C:37]=2[F:43])([CH3:35])[N:26]=1, predict the reactants needed to synthesize it. The reactants are: COC1C=CC(C([NH:24][C:25]2[N:30]([CH3:31])[C:29](=[O:32])[C:28]([CH3:34])([CH3:33])[C@:27]([C:36]3[CH:41]=[C:40](Br)[CH:39]=[CH:38][C:37]=3[F:43])([CH3:35])[N:26]=2)(C2C=CC(OC)=CC=2)C2C=CC=CC=2)=CC=1.[NH2:44][C:45]1[CH:52]=[CH:51][C:48]([C:49]#[N:50])=[CH:47][C:46]=1[C:53]([F:56])([F:55])[F:54].